This data is from NCI-60 drug combinations with 297,098 pairs across 59 cell lines. The task is: Regression. Given two drug SMILES strings and cell line genomic features, predict the synergy score measuring deviation from expected non-interaction effect. (1) Drug 1: C(CC(=O)O)C(=O)CN.Cl. Drug 2: CC12CCC3C(C1CCC2OP(=O)(O)O)CCC4=C3C=CC(=C4)OC(=O)N(CCCl)CCCl.[Na+]. Cell line: UACC-257. Synergy scores: CSS=13.4, Synergy_ZIP=-6.77, Synergy_Bliss=-4.07, Synergy_Loewe=-9.98, Synergy_HSA=-7.35. (2) Cell line: COLO 205. Drug 1: C1=CC(=C2C(=C1NCCNCCO)C(=O)C3=C(C=CC(=C3C2=O)O)O)NCCNCCO. Drug 2: CC1=C(N=C(N=C1N)C(CC(=O)N)NCC(C(=O)N)N)C(=O)NC(C(C2=CN=CN2)OC3C(C(C(C(O3)CO)O)O)OC4C(C(C(C(O4)CO)O)OC(=O)N)O)C(=O)NC(C)C(C(C)C(=O)NC(C(C)O)C(=O)NCCC5=NC(=CS5)C6=NC(=CS6)C(=O)NCCC[S+](C)C)O. Synergy scores: CSS=72.7, Synergy_ZIP=13.2, Synergy_Bliss=11.7, Synergy_Loewe=8.75, Synergy_HSA=13.2. (3) Drug 1: CC1=C2C(C(=O)C3(C(CC4C(C3C(C(C2(C)C)(CC1OC(=O)C(C(C5=CC=CC=C5)NC(=O)OC(C)(C)C)O)O)OC(=O)C6=CC=CC=C6)(CO4)OC(=O)C)O)C)O. Drug 2: CCC1(C2=C(COC1=O)C(=O)N3CC4=CC5=C(C=CC(=C5CN(C)C)O)N=C4C3=C2)O.Cl. Cell line: LOX IMVI. Synergy scores: CSS=32.9, Synergy_ZIP=-3.31, Synergy_Bliss=-6.84, Synergy_Loewe=-20.3, Synergy_HSA=-6.30.